Dataset: Reaction yield outcomes from USPTO patents with 853,638 reactions. Task: Predict the reaction yield, written as a fraction of the theoretical maximum amount of product (1.0 means a 100% yield; for example, 0.34 means a 34% yield). (1) The reactants are [Br:1][C:2]1[CH:7]=[CH:6][C:5]([F:8])=[CH:4][N:3]=1.C([Li])CCC.[CH3:14][C:15]([CH3:17])=[O:16].Cl. The catalyst is C(OCC)C.C(OCC)(=O)C. The product is [Br:1][C:2]1[N:3]=[C:4]([C:15]([OH:16])([CH3:17])[CH3:14])[C:5]([F:8])=[CH:6][CH:7]=1. The yield is 0.671. (2) The reactants are [H-].[H-].[H-].[H-].[Li+].[Al+3].[F:7][C:8]1[CH:13]=[CH:12][C:11]([C:14]2[C:15]3[CH:32]=[CH:31][C:30]([O:33][CH3:34])=[CH:29][C:16]=3[S:17](=O)[C:18]=2[O:19][C:20]2[CH:25]=[CH:24][C:23]([O:26][CH3:27])=[CH:22][CH:21]=2)=[CH:10][CH:9]=1. The catalyst is C(O)C.C(OCC)(=O)C. The product is [F:7][C:8]1[CH:13]=[CH:12][C:11]([C:14]2[C:15]3[CH:32]=[CH:31][C:30]([O:33][CH3:34])=[CH:29][C:16]=3[S:17][C:18]=2[O:19][C:20]2[CH:21]=[CH:22][C:23]([O:26][CH3:27])=[CH:24][CH:25]=2)=[CH:10][CH:9]=1. The yield is 0.670. (3) The reactants are C([C@@H]([C@H](C(O)=O)O)O)(O)=O.[CH3:11][C@@H:12]1[CH2:16][CH2:15][CH2:14][NH:13]1.C(=O)([O-])[O-].[K+].[K+].CC1C=CC(S(O[CH2:34][CH2:35][C:36]2[CH:45]=[CH:44][C:43]3[C:38](=[CH:39][CH:40]=[C:41]([Br:46])[CH:42]=3)[N:37]=2)(=O)=O)=CC=1. The catalyst is C(#N)C. The product is [Br:46][C:41]1[CH:42]=[C:43]2[C:38](=[CH:39][CH:40]=1)[N:37]=[C:36]([CH2:35][CH2:34][N:13]1[CH2:14][CH2:15][CH2:16][C@H:12]1[CH3:11])[CH:45]=[CH:44]2. The yield is 0.920. (4) The reactants are [OH:1][C:2]([C:56]1[S:57][CH:58]=[CH:59][CH:60]=1)([C:51]1[S:52][CH:53]=[CH:54][CH:55]=1)[C:3]([O:5][C@H:6]1[CH2:11][CH2:10][C@H:9]([N:12]([CH2:14][CH2:15][CH2:16][N:17]2[C:21]3[CH:22]=[CH:23][C:24]([CH2:26][NH:27][CH2:28][C@H:29]([O:42][Si](C(C)(C)C)(C)C)[C:30]4[CH:39]=[CH:38][C:37]([OH:40])=[C:36]5[C:31]=4[CH:32]=[CH:33][C:34](=[O:41])[NH:35]5)=[CH:25][C:20]=3[NH:19][C:18]2=[O:50])[CH3:13])[CH2:8][CH2:7]1)=[O:4].[FH:61].F.F.C(N(CC)CC)C.C(#N)C. The catalyst is C1COCC1. The product is [FH:61].[FH:61].[OH:1][C:2]([C:51]1[S:52][CH:53]=[CH:54][CH:55]=1)([C:56]1[S:57][CH:58]=[CH:59][CH:60]=1)[C:3]([O:5][C@H:6]1[CH2:11][CH2:10][C@H:9]([N:12]([CH2:14][CH2:15][CH2:16][N:17]2[C:21]3[CH:22]=[CH:23][C:24]([CH2:26][NH:27][CH2:28][C@H:29]([OH:42])[C:30]4[CH:39]=[CH:38][C:37]([OH:40])=[C:36]5[C:31]=4[CH:32]=[CH:33][C:34](=[O:41])[NH:35]5)=[CH:25][C:20]=3[NH:19][C:18]2=[O:50])[CH3:13])[CH2:8][CH2:7]1)=[O:4]. The yield is 0.510. (5) No catalyst specified. The yield is 0.630. The reactants are C(NCC=O)(OC[CH:5]1[C:17]2[C:12](=[CH:13][CH:14]=[CH:15][CH:16]=2)C2C1=CC=CC=2)=O.[H-].[Na+].S(N1[CH:38]=[CH:37][N:36]=[CH:35]1)(C1C=CC(C)=CC=1)(=O)=O.[O:39]1CCC[CH2:40]1. The product is [CH2:5]([N:36]1[CH2:37][CH2:38][O:39][CH2:40][CH2:35]1)[C:17]1[CH:12]=[CH:13][CH:14]=[CH:15][CH:16]=1.